From a dataset of Reaction yield outcomes from USPTO patents with 853,638 reactions. Predict the reaction yield, written as a fraction of the theoretical maximum amount of product (1.0 means a 100% yield; for example, 0.34 means a 34% yield). (1) The reactants are Cl[CH:2](Cl)[C:3](=O)[CH3:4].[CH:7]1([CH:13]=O)[CH2:12][CH2:11][CH2:10][CH2:9][CH2:8]1.CC([O-])(C)C.[K+].[C:21]([CH2:23][C:24]([NH2:26])=[O:25])#[N:22]. The catalyst is C1COCC1. The product is [CH:7]1([C:13]2[CH:2]=[C:3]([CH3:4])[NH:26][C:24](=[O:25])[C:23]=2[C:21]#[N:22])[CH2:8][CH2:9][CH2:10][CH2:11][CH2:12]1. The yield is 0.320. (2) The yield is 0.340. The catalyst is CO.CCOCC. The product is [CH3:32][CH:5]([CH3:4])[CH:6]([NH:19][C:20]([CH:22]1[CH2:26][CH:25]([CH2:27][CH2:28][CH2:29][CH2:30][CH3:31])[CH2:24][N:23]1[CH2:1][CH2:2][OH:3])=[O:21])[CH:7]1[CH:12]([OH:13])[CH:11]([OH:14])[CH:10]([OH:15])[CH:9]([CH2:16][CH2:17][CH3:18])[O:8]1. The reactants are [CH2:1]1[O:3][CH2:2]1.[CH3:4][CH:5]([CH3:32])[CH:6]([NH:19][C:20]([CH:22]1[CH2:26][CH:25]([CH2:27][CH2:28][CH2:29][CH2:30][CH3:31])[CH2:24][NH:23]1)=[O:21])[CH:7]1[CH:12]([OH:13])[CH:11]([OH:14])[CH:10]([OH:15])[CH:9]([CH2:16][CH2:17][CH3:18])[O:8]1. (3) The reactants are [H-].[Na+].[F:3][C:4]1[C:13]([OH:14])=[C:12]2[C:7]([CH:8]=[CH:9][CH:10]=[N:11]2)=[C:6]([I:15])[CH:5]=1.[CH2:16](Br)[C:17]1[CH:22]=[CH:21][CH:20]=[CH:19][CH:18]=1. The catalyst is CN(C=O)C. The product is [CH2:16]([O:14][C:13]1[C:4]([F:3])=[CH:5][C:6]([I:15])=[C:7]2[C:12]=1[N:11]=[CH:10][CH:9]=[CH:8]2)[C:17]1[CH:22]=[CH:21][CH:20]=[CH:19][CH:18]=1. The yield is 0.720. (4) The reactants are [CH3:1][O:2][CH:3]([O:16][CH3:17])[CH2:4][NH:5][C:6](=[O:15])[O:7][CH2:8][C:9]1[CH:14]=[CH:13][CH:12]=[CH:11][CH:10]=1.[OH-].[K+].[CH2:20](Br)[CH:21]=[CH2:22]. The catalyst is C1(C)C=CC=CC=1.[Cl-].C([N+](CC)(CC)CC)C1C=CC=CC=1. The product is [CH2:22]([N:5]([CH2:4][CH:3]([O:2][CH3:1])[O:16][CH3:17])[C:6](=[O:15])[O:7][CH2:8][C:9]1[CH:14]=[CH:13][CH:12]=[CH:11][CH:10]=1)[CH:21]=[CH2:20]. The yield is 0.750. (5) The product is [Cl:1][C:2]1[S:31][C:5]2[NH:6][C:7]([C:9]([NH:11][C@@H:12]3[CH2:20][C:19]4[C:14](=[CH:15][CH:16]=[CH:17][CH:18]=4)[C@H:13]3[CH2:21][O:22][CH2:23][C:24]([OH:26])=[O:25])=[O:10])=[CH:8][C:4]=2[CH:3]=1. The catalyst is C(Cl)Cl. The reactants are [Cl:1][C:2]1[S:31][C:5]2[NH:6][C:7]([C:9]([NH:11][C@@H:12]3[CH2:20][C:19]4[C:14](=[CH:15][CH:16]=[CH:17][CH:18]=4)[C@H:13]3[CH2:21][O:22][CH2:23][C:24]([O:26]C(C)(C)C)=[O:25])=[O:10])=[CH:8][C:4]=2[CH:3]=1.FC(F)(F)C(O)=O. The yield is 0.760. (6) The reactants are [C:1]([O:5][C:6](=[O:19])[NH:7][CH2:8][CH2:9][CH:10]([N:12]1[CH2:17][CH2:16][C:15](=O)[CH2:14][CH2:13]1)[CH3:11])([CH3:4])([CH3:3])[CH3:2].[NH2:20][CH2:21][C:22]1[N:27]=[C:26]([C:28]#[N:29])[CH:25]=[CH:24][CH:23]=1.C(O[BH-](OC(=O)C)OC(=O)C)(=O)C.[Na+].C(O)(=O)C. The catalyst is C(Cl)Cl. The product is [C:1]([O:5][C:6](=[O:19])[NH:7][CH2:8][CH2:9][CH:10]([N:12]1[CH2:17][CH2:16][CH:15]([NH:20][CH2:21][C:22]2[CH:23]=[CH:24][CH:25]=[C:26]([C:28]#[N:29])[N:27]=2)[CH2:14][CH2:13]1)[CH3:11])([CH3:4])([CH3:3])[CH3:2]. The yield is 0.770.